This data is from Peptide-MHC class II binding affinity with 134,281 pairs from IEDB. The task is: Regression. Given a peptide amino acid sequence and an MHC pseudo amino acid sequence, predict their binding affinity value. This is MHC class II binding data. (1) The peptide sequence is GEPKGAAESSSKAAL. The MHC is HLA-DPA10103-DPB10401 with pseudo-sequence HLA-DPA10103-DPB10401. The binding affinity (normalized) is 0.0870. (2) The peptide sequence is KKAGLVGVLAGLAFQEMD. The MHC is HLA-DQA10501-DQB10302 with pseudo-sequence HLA-DQA10501-DQB10302. The binding affinity (normalized) is 0.513. (3) The peptide sequence is VLSYVIGLLPPDMVV. The MHC is DRB4_0101 with pseudo-sequence DRB4_0103. The binding affinity (normalized) is 0.746. (4) The peptide sequence is SVRIRVRSGGHDYEG. The MHC is HLA-DPA10103-DPB10301 with pseudo-sequence HLA-DPA10103-DPB10301. The binding affinity (normalized) is 0.0462. (5) The MHC is DRB1_1302 with pseudo-sequence DRB1_1302. The binding affinity (normalized) is 0.565. The peptide sequence is SQDLTLSWNLNGLQAY. (6) The peptide sequence is GQWRGAAGTAAQAAV. The MHC is HLA-DQA10102-DQB10602 with pseudo-sequence HLA-DQA10102-DQB10602. The binding affinity (normalized) is 0.709. (7) The peptide sequence is MYRELLELVAADVES. The MHC is HLA-DQA10102-DQB10602 with pseudo-sequence HLA-DQA10102-DQB10602. The binding affinity (normalized) is 0.148.